This data is from Reaction yield outcomes from USPTO patents with 853,638 reactions. The task is: Predict the reaction yield, written as a fraction of the theoretical maximum amount of product (1.0 means a 100% yield; for example, 0.34 means a 34% yield). (1) The product is [NH2:16][C:15]1[C:6]([NH:5][CH2:4][CH:3]([O:19][CH3:20])[O:2][CH3:1])=[C:7]([CH:12]=[CH:13][CH:14]=1)[C:8]([O:10][CH3:11])=[O:9]. The reactants are [CH3:1][O:2][CH:3]([O:19][CH3:20])[CH2:4][NH:5][C:6]1[C:15]([N+:16]([O-])=O)=[CH:14][CH:13]=[CH:12][C:7]=1[C:8]([O:10][CH3:11])=[O:9].[H][H]. The yield is 1.00. The catalyst is C(O)C.[Pd]. (2) The catalyst is C1COCC1. The yield is 0.710. The reactants are C([O:3][C:4]([C:6]1[C:7]([C:12]2[CH:17]=[CH:16][C:15]([F:18])=[CH:14][N:13]=2)=[N:8][O:9][C:10]=1[CH3:11])=O)C.O.[OH-].[Na+]. The product is [F:18][C:15]1[CH:16]=[CH:17][C:12]([C:7]2[C:6]([CH2:4][OH:3])=[C:10]([CH3:11])[O:9][N:8]=2)=[N:13][CH:14]=1. (3) The reactants are [Br:1][C:2]1[CH:3]=[C:4]2[CH:11]=[CH:10][NH:9][C:5]2=[N+:6]([O-])[CH:7]=1.CS(Cl)(=O)=O.[Cl-:17].[Na+].[H-].[Na+].Cl[CH2:22][O:23][CH2:24][CH2:25][Si:26]([CH3:29])([CH3:28])[CH3:27]. The catalyst is CN(C)C=O. The product is [Br:1][C:2]1[C:3]([Cl:17])=[C:4]2[CH:11]=[CH:10][N:9]([CH2:22][O:23][CH2:24][CH2:25][Si:26]([CH3:29])([CH3:28])[CH3:27])[C:5]2=[N:6][CH:7]=1. The yield is 0.620.